Task: Predict the reactants needed to synthesize the given product.. Dataset: Full USPTO retrosynthesis dataset with 1.9M reactions from patents (1976-2016) Given the product [CH2:1]([C:3]1([CH2:6][CH3:7])[C:13]2[C:12](=[C:11]([O:10][CH3:9])[CH:16]=[CH:15][CH:14]=2)[N:17]([C:39]([O:38][C:35]([CH3:37])([CH3:36])[CH3:34])=[O:40])[CH2:4]1)[CH3:2], predict the reactants needed to synthesize it. The reactants are: [CH2:1]([CH:3]([CH2:6][CH3:7])[CH:4]=O)[CH3:2].Cl.[CH3:9][O:10][C:11]1[CH:16]=[CH:15][CH:14]=[CH:13][C:12]=1[NH:17]N.S(=O)(=O)(O)O.[BH4-].[Na+].[OH-].[Na+].C([O-])([O-])=O.[Na+].[Na+].[CH3:34][C:35]([O:38][C:39](O[C:39]([O:38][C:35]([CH3:37])([CH3:36])[CH3:34])=[O:40])=[O:40])([CH3:37])[CH3:36].